Dataset: Forward reaction prediction with 1.9M reactions from USPTO patents (1976-2016). Task: Predict the product of the given reaction. (1) Given the reactants [Br:1][C:2]1[CH:3]=[C:4]([CH2:8][CH2:9][NH:10][CH2:11][C:12]2[CH:17]=[CH:16][C:15]([C:18]([CH3:21])([CH3:20])[CH3:19])=[CH:14][CH:13]=2)[CH:5]=[CH:6][CH:7]=1.[C:22]([O:26][C:27](O[C:27]([O:26][C:22]([CH3:25])([CH3:24])[CH3:23])=[O:28])=[O:28])([CH3:25])([CH3:24])[CH3:23].[NH4+].[Cl-], predict the reaction product. The product is: [C:22]([O:26][C:27](=[O:28])[N:10]([CH2:9][CH2:8][C:4]1[CH:5]=[CH:6][CH:7]=[C:2]([Br:1])[CH:3]=1)[CH2:11][C:12]1[CH:13]=[CH:14][C:15]([C:18]([CH3:21])([CH3:20])[CH3:19])=[CH:16][CH:17]=1)([CH3:25])([CH3:24])[CH3:23]. (2) Given the reactants [BH4-].[Na+].[F:3][C:4]1[CH:9]=[CH:8][C:7]([C:10](=[O:31])[CH:11]([CH2:17][C:18]2[CH:23]=[CH:22][C:21]([O:24][C:25]3[CH:30]=[CH:29][CH:28]=[CH:27][CH:26]=3)=[CH:20][CH:19]=2)[C:12]([O:14][CH2:15][CH3:16])=[O:13])=[CH:6][CH:5]=1.Cl, predict the reaction product. The product is: [F:3][C:4]1[CH:5]=[CH:6][C:7]([CH:10]([OH:31])[CH:11]([CH2:17][C:18]2[CH:19]=[CH:20][C:21]([O:24][C:25]3[CH:30]=[CH:29][CH:28]=[CH:27][CH:26]=3)=[CH:22][CH:23]=2)[C:12]([O:14][CH2:15][CH3:16])=[O:13])=[CH:8][CH:9]=1. (3) Given the reactants [CH2:1]([O:8][C:9]([NH:11][CH:12](OC)[C:13]([O:15][CH3:16])=[O:14])=[O:10])[C:2]1[CH:7]=[CH:6][CH:5]=[CH:4][CH:3]=1.P(Cl)(Cl)Cl.[P:23]([O:28]C)([O:26][CH3:27])[O:24][CH3:25], predict the reaction product. The product is: [CH2:1]([O:8][C:9]([NH:11][CH:12]([P:23]([O:26][CH3:27])([O:24][CH3:25])=[O:28])[C:13]([O:15][CH3:16])=[O:14])=[O:10])[C:2]1[CH:3]=[CH:4][CH:5]=[CH:6][CH:7]=1. (4) Given the reactants Br[C:2]1[NH:3][C:4]2[C:9]([C:10]=1C1CCCCC1)=[CH:8][CH:7]=[C:6]([C:17]([O:19][C:20]([CH3:23])([CH3:22])[CH3:21])=[O:18])[CH:5]=2.[Li+].[Cl-].C(=O)([O-])[O-].[Na+].[Na+].[CH:32]([C:34]1[CH:39]=[C:38]([O:40][CH3:41])[CH:37]=[CH:36][C:35]=1B(O)O)=[O:33], predict the reaction product. The product is: [NH:3]1[C:4]2[C:9](=[CH:8][CH:7]=[C:6]([C:17]([O:19][C:20]([CH3:21])([CH3:22])[CH:23]([CH:4]3[CH2:9][CH2:8][CH2:7][CH2:6][CH2:5]3)[C:35]3[CH:36]=[CH:37][C:38]([O:40][CH3:41])=[CH:39][C:34]=3[CH:32]=[O:33])=[O:18])[CH:5]=2)[CH:10]=[CH:2]1.